Dataset: Forward reaction prediction with 1.9M reactions from USPTO patents (1976-2016). Task: Predict the product of the given reaction. (1) Given the reactants CC(C)CC([O:6][C:7](=O)[CH2:8][C@H:9]1[CH2:14][C@@H:13](/[CH:15]=[CH:16]/[C:17]2[C:18]([C:32]3[CH:37]=[CH:36][C:35]([F:38])=[CH:34][CH:33]=3)=[N:19][C:20]([N:26]([CH3:31])[S:27]([CH3:30])(=[O:29])=[O:28])=[N:21][C:22]=2[CH:23]([CH3:25])[CH3:24])[O:12]C(C)(C)[O:10]1)C.CC(C1C(/C=C/[C@@H](O)C[C@@H](O)CC(OC)=O)=C(C2C=CC(F)=CC=2)N=C(N(S(C)(=O)=O)C)N=1)C.[OH-].[Na+].Cl, predict the reaction product. The product is: [F:38][C:35]1[CH:34]=[CH:33][C:32]([C:18]2[C:17](/[CH:16]=[CH:15]/[C@@H:13]3[CH2:14][C@@H:9]([OH:10])[CH2:8][C:7](=[O:6])[O:12]3)=[C:22]([CH:23]([CH3:25])[CH3:24])[N:21]=[C:20]([N:26]([CH3:31])[S:27]([CH3:30])(=[O:29])=[O:28])[N:19]=2)=[CH:37][CH:36]=1. (2) Given the reactants [H-].[Na+].[NH:3]1[C:11]2[C:6](=[CH:7][CH:8]=[CH:9][CH:10]=2)[CH:5]=[N:4]1.[C:12]([O:16][C:17](=[O:27])[NH:18][CH:19]1[CH2:26][CH2:25][CH2:24][C:21]2([O:23][CH2:22]2)[CH2:20]1)([CH3:15])([CH3:14])[CH3:13], predict the reaction product. The product is: [N:3]1([CH2:22][C:21]2([OH:23])[CH2:24][CH2:25][CH2:26][C@@H:19]([NH:18][C:17](=[O:27])[O:16][C:12]([CH3:14])([CH3:13])[CH3:15])[CH2:20]2)[C:11]2[C:6](=[CH:7][CH:8]=[CH:9][CH:10]=2)[CH:5]=[N:4]1. (3) Given the reactants [CH3:1][C:2]1([CH3:12])[O:6][C@H:5]([CH2:7][C:8](O)=[O:9])[C:4](=[O:11])[O:3]1.C(N(S(F)(F)[F:19])CC)C, predict the reaction product. The product is: [CH3:1][C:2]1([CH3:12])[O:6][C@H:5]([CH2:7][C:8]([F:19])=[O:9])[C:4](=[O:11])[O:3]1. (4) Given the reactants C(OC(=O)[NH:7][CH2:8][CH2:9][CH2:10][CH2:11][CH2:12][NH:13][C:14]1[S:15][C:16]([C:20](=[O:28])[C:21]2[CH:26]=[CH:25][CH:24]=[CH:23][C:22]=2[CH3:27])=[C:17]([CH3:19])[N:18]=1)(C)(C)C.[ClH:30], predict the reaction product. The product is: [ClH:30].[NH2:7][CH2:8][CH2:9][CH2:10][CH2:11][CH2:12][NH:13][C:14]1[S:15][C:16]([C:20]([C:21]2[CH:26]=[CH:25][CH:24]=[CH:23][C:22]=2[CH3:27])=[O:28])=[C:17]([CH3:19])[N:18]=1. (5) The product is: [C:16]1([CH3:28])[CH:21]=[CH:20][C:19]([S:22]([CH2:25][CH2:26][O:10][C:9](=[O:11])[CH2:8][O:7][C:6]2[CH:12]=[C:13]([CH3:15])[CH:14]=[C:4]([CH:1]([CH3:3])[CH3:2])[CH:5]=2)(=[O:24])=[O:23])=[CH:18][CH:17]=1. Given the reactants [CH:1]([C:4]1[CH:5]=[C:6]([CH:12]=[C:13]([CH3:15])[CH:14]=1)[O:7][CH2:8][C:9]([OH:11])=[O:10])([CH3:3])[CH3:2].[C:16]1([CH3:28])[CH:21]=[CH:20][C:19]([S:22]([CH2:25][CH2:26]O)(=[O:24])=[O:23])=[CH:18][CH:17]=1.O, predict the reaction product. (6) The product is: [NH2:10][C:4]1[C:3]([O:2][CH3:1])=[CH:9][CH:8]=[CH:7][C:5]=1[NH2:6]. Given the reactants [CH3:1][O:2][C:3]1[C:4]([N+:10]([O-])=O)=[C:5]([CH:7]=[CH:8][CH:9]=1)[NH2:6].C(O)(=O)C, predict the reaction product. (7) Given the reactants [F-].C([N+](CCCC)(CCCC)CCCC)CCC.[Si]([O:26][CH:27]1[CH2:32][CH2:31][C:30]([CH3:38])([C:33]([O:35][CH2:36][CH3:37])=[O:34])[CH2:29][CH2:28]1)(C(C)(C)C)(C)C, predict the reaction product. The product is: [OH:26][CH:27]1[CH2:28][CH2:29][C:30]([CH3:38])([C:33]([O:35][CH2:36][CH3:37])=[O:34])[CH2:31][CH2:32]1.